Task: Predict the reactants needed to synthesize the given product.. Dataset: Full USPTO retrosynthesis dataset with 1.9M reactions from patents (1976-2016) (1) Given the product [CH3:1][N:2]1[C:10]2[C:5](=[CH:6][CH:7]=[C:8]([CH3:11])[CH:9]=2)[CH:4]=[C:3]1[C:12]1[CH:13]=[C:14]([NH2:18])[CH:15]=[N:16][CH:17]=1, predict the reactants needed to synthesize it. The reactants are: [CH3:1][N:2]1[C:10]2[C:5](=[CH:6][CH:7]=[C:8]([CH3:11])[CH:9]=2)[CH:4]=[C:3]1[C:12]1[CH:13]=[C:14]([N:18]2C(=O)C3C(=CC=CC=3)C2=O)[CH:15]=[N:16][CH:17]=1.NN. (2) Given the product [NH2:16][C:15]1[O:8][C:7]2[CH:6]=[CH:5][C:4]([CH:9]([CH3:13])[C:10]([OH:12])=[O:11])=[CH:3][C:2]=2[N:1]=1, predict the reactants needed to synthesize it. The reactants are: [NH2:1][C:2]1[CH:3]=[C:4]([CH:9]([CH3:13])[C:10]([OH:12])=[O:11])[CH:5]=[CH:6][C:7]=1[OH:8].Br[C:15]#[N:16].[OH-].[Na+]. (3) The reactants are: Br[C:2]1(Br)[C:10]2[C:5](=[N:6][CH:7]=[C:8]([Br:11])[CH:9]=2)[NH:4][C:3]1=[O:12].[Cl-].[NH4+]. Given the product [Br:11][C:8]1[CH:9]=[C:10]2[CH2:2][C:3](=[O:12])[NH:4][C:5]2=[N:6][CH:7]=1, predict the reactants needed to synthesize it. (4) The reactants are: [CH2:1]([O:8][C:9]1[CH:10]=[CH:11][C:12]([Br:30])=[C:13]([C:15]2[CH2:19][C:18]([CH2:25][C:26]([O:28]C)=[O:27])([CH2:20][C:21]([O:23]C)=[O:22])[O:17][N:16]=2)[CH:14]=1)[C:2]1[CH:7]=[CH:6][CH:5]=[CH:4][CH:3]=1.C1COCC1.[OH-].[Na+].Cl. Given the product [CH2:1]([O:8][C:9]1[CH:10]=[CH:11][C:12]([Br:30])=[C:13]([C:15]2[CH2:19][C:18]([CH2:25][C:26]([OH:28])=[O:27])([CH2:20][C:21]([OH:23])=[O:22])[O:17][N:16]=2)[CH:14]=1)[C:2]1[CH:3]=[CH:4][CH:5]=[CH:6][CH:7]=1, predict the reactants needed to synthesize it. (5) Given the product [OH:33][C@H:32]([C:31]1[C:23]([CH3:22])=[C:24]2[C:28](=[CH:29][CH:30]=1)[C:27](=[O:35])[O:26][CH2:25]2)[CH2:34][N:18]1[CH2:19][CH2:20][C:13]2([C:12](=[O:21])[N:11]([C:5]3[CH:4]=[C:3]([O:2][CH3:1])[C:8]([C:9]#[N:10])=[CH:7][N:6]=3)[CH2:15][CH2:14]2)[CH2:16][CH2:17]1, predict the reactants needed to synthesize it. The reactants are: [CH3:1][O:2][C:3]1[C:8]([C:9]#[N:10])=[CH:7][N:6]=[C:5]([N:11]2[CH2:15][CH2:14][C:13]3([CH2:20][CH2:19][NH:18][CH2:17][CH2:16]3)[C:12]2=[O:21])[CH:4]=1.[CH3:22][C:23]1[C:31]([C@@H:32]2[CH2:34][O:33]2)=[CH:30][CH:29]=[C:28]2[C:24]=1[CH2:25][O:26][C:27]2=[O:35]. (6) Given the product [N:15]1([CH2:18][CH2:19][N:20]2[CH:24]=[C:23]([C:2]3[CH:3]=[CH:4][C:5]([N+:9]([O-:11])=[O:10])=[C:6]([CH:8]=3)[NH2:7])[CH:22]=[N:21]2)[CH2:14][CH2:13][O:12][CH2:17][CH2:16]1, predict the reactants needed to synthesize it. The reactants are: Cl[C:2]1[CH:3]=[CH:4][C:5]([N+:9]([O-:11])=[O:10])=[C:6]([CH:8]=1)[NH2:7].[O:12]1[CH2:17][CH2:16][N:15]([CH2:18][CH2:19][N:20]2[CH:24]=[C:23](B(O)O)[CH:22]=[N:21]2)[CH2:14][CH2:13]1. (7) Given the product [C:27]([S@:30]([NH:32][C@:33]([C:2]1[CH:3]=[N:4][C:5]([N:8]2[CH2:13][CH2:12][N:11]([C:14]([O:16][C:17]([CH3:20])([CH3:19])[CH3:18])=[O:15])[CH2:10][CH2:9]2)=[N:6][CH:7]=1)([C:38]1[CH:43]=[CH:42][C:41]([F:44])=[CH:40][CH:39]=1)[C:34]([F:35])([F:36])[F:37])=[O:31])([CH3:29])([CH3:26])[CH3:28], predict the reactants needed to synthesize it. The reactants are: Br[C:2]1[CH:3]=[N:4][C:5]([N:8]2[CH2:13][CH2:12][N:11]([C:14]([O:16][C:17]([CH3:20])([CH3:19])[CH3:18])=[O:15])[CH2:10][CH2:9]2)=[N:6][CH:7]=1.[Li]CCCC.[CH3:26][C:27]([S@:30](/[N:32]=[C:33](/[C:38]1[CH:43]=[CH:42][C:41]([F:44])=[CH:40][CH:39]=1)\[C:34]([F:37])([F:36])[F:35])=[O:31])([CH3:29])[CH3:28].[NH4+].[Cl-].